From a dataset of Catalyst prediction with 721,799 reactions and 888 catalyst types from USPTO. Predict which catalyst facilitates the given reaction. (1) Reactant: [NH2:1][CH:2]1[CH2:7][CH2:6][N:5]([C:8]([O:10][C:11]([CH3:14])([CH3:13])[CH3:12])=[O:9])[CH2:4][CH2:3]1.CCN(C(C)C)C(C)C.[C:24](Cl)(=[O:28])[C:25]([CH3:27])=[CH2:26]. Product: [C:11]([O:10][C:8]([N:5]1[CH2:4][CH2:3][CH:2]([NH:1][C:24](=[O:28])[C:25]([CH3:27])=[CH2:26])[CH2:7][CH2:6]1)=[O:9])([CH3:14])([CH3:13])[CH3:12]. The catalyst class is: 1. (2) Reactant: [CH:1]1([C:4]2[NH:8][N:7]=[C:6]([NH:9][C:10]3[C:15]([I:16])=[CH:14][N:13]=[C:12]([C:17]4[CH:22]=[CH:21][CH:20]=[CH:19][CH:18]=4)[N:11]=3)[CH:5]=2)[CH2:3][CH2:2]1.[H-].[Na+].[O:25](C(OC(C)(C)C)=O)[C:26]([O:28][C:29]([CH3:32])([CH3:31])[CH3:30])=O.C(Cl)Cl. Product: [CH:1]1([C:4]2[N:8]([C:26]([O:28][C:29]([CH3:32])([CH3:31])[CH3:30])=[O:25])[N:7]=[C:6]([NH:9][C:10]3[C:15]([I:16])=[CH:14][N:13]=[C:12]([C:17]4[CH:22]=[CH:21][CH:20]=[CH:19][CH:18]=4)[N:11]=3)[CH:5]=2)[CH2:3][CH2:2]1. The catalyst class is: 1.